From a dataset of Full USPTO retrosynthesis dataset with 1.9M reactions from patents (1976-2016). Predict the reactants needed to synthesize the given product. (1) The reactants are: C(OC([C:6]1[N:16]([CH:17]([CH3:27])[CH2:18][NH:19][C:20](OC(C)(C)C)=[O:21])[C:9]2=[N:10][C:11]([Cl:15])=[C:12]([CH3:14])[CH:13]=[C:8]2[CH:7]=1)=O)C.FC(F)(F)C(O)=O.C(=O)([O-])[O-].[K+].[K+].O. Given the product [Cl:15][C:11]1[N:10]=[C:9]2[C:8](=[CH:13][C:12]=1[CH3:14])[CH:7]=[C:6]1[N:16]2[CH:17]([CH3:27])[CH2:18][NH:19][C:20]1=[O:21], predict the reactants needed to synthesize it. (2) Given the product [Cl:11][C:6]1[C:5]2[N:12]([CH2:13][C:14]3[CH:19]=[CH:18][C:17]([C:20]([F:23])([F:22])[F:21])=[CH:16][CH:15]=3)[C:2]([N:28]3[CH2:29][CH2:30][O:25][C@@H:26]4[CH2:33][CH2:32][CH2:31][C@@H:27]34)=[N:3][C:4]=2[CH:9]=[C:8]([Cl:10])[N:7]=1, predict the reactants needed to synthesize it. The reactants are: Br[C:2]1[N:12]([CH2:13][C:14]2[CH:19]=[CH:18][C:17]([C:20]([F:23])([F:22])[F:21])=[CH:16][CH:15]=2)[C:5]2[C:6]([Cl:11])=[N:7][C:8]([Cl:10])=[CH:9][C:4]=2[N:3]=1.Cl.[O:25]1[CH2:30][CH2:29][NH:28][CH:27]2[CH2:31][CH2:32][CH2:33][CH:26]12.[F-].[K+].CCN(C(C)C)C(C)C.